Dataset: Forward reaction prediction with 1.9M reactions from USPTO patents (1976-2016). Task: Predict the product of the given reaction. Given the reactants [C:1]([O:4][C:5]1[C:14]([CH3:15])=[C:13]2[C:8]([C:9]([CH3:19])=[C:10]([CH2:17]Br)[C:11](=[O:16])[O:12]2)=[CH:7][CH:6]=1)(=[O:3])[CH3:2].[C:20]1(=[O:30])[NH:24][C:23](=[O:25])[C:22]2=[CH:26][CH:27]=[CH:28][CH:29]=[C:21]12.[K], predict the reaction product. The product is: [C:1]([O:4][C:5]1[C:14]([CH3:15])=[C:13]2[C:8]([C:9]([CH3:19])=[C:10]([CH2:17][N:24]3[C:23](=[O:25])[C:22]4=[CH:26][CH:27]=[CH:28][CH:29]=[C:21]4[C:20]3=[O:30])[C:11](=[O:16])[O:12]2)=[CH:7][CH:6]=1)(=[O:3])[CH3:2].